From a dataset of Peptide-MHC class II binding affinity with 134,281 pairs from IEDB. Regression. Given a peptide amino acid sequence and an MHC pseudo amino acid sequence, predict their binding affinity value. This is MHC class II binding data. (1) The peptide sequence is AMLKNLCFYSQESPQ. The MHC is DRB1_0101 with pseudo-sequence DRB1_0101. The binding affinity (normalized) is 0.544. (2) The MHC is DRB1_0404 with pseudo-sequence DRB1_0404. The binding affinity (normalized) is 0.387. The peptide sequence is EFESLFKCLSHISLS. (3) The peptide sequence is INKWQVVAPQLPADL. The MHC is DRB3_0101 with pseudo-sequence DRB3_0101. The binding affinity (normalized) is 0.145. (4) The peptide sequence is MSSFLGKWKLSESHNFDA. The MHC is DRB1_0405 with pseudo-sequence DRB1_0405. The binding affinity (normalized) is 0.178.